From a dataset of Reaction yield outcomes from USPTO patents with 853,638 reactions. Predict the reaction yield, written as a fraction of the theoretical maximum amount of product (1.0 means a 100% yield; for example, 0.34 means a 34% yield). (1) The catalyst is C([O-])(=O)C.[Cu+2].C([O-])(=O)C.C(OCC)(=O)C.C(Cl)Cl. The product is [CH3:1][C:2]1[N:3]([C:37]2[CH:38]=[N:39][C:34]([O:33][CH:30]3[CH2:31][CH2:32][O:27][CH2:28][CH2:29]3)=[CH:35][CH:36]=2)[C:4](=[O:26])[C:5]([CH2:11][C:12]2[CH:17]=[CH:16][C:15]([C:18]3[C:19]([C:24]#[N:25])=[CH:20][CH:21]=[CH:22][CH:23]=3)=[CH:14][CH:13]=2)=[C:6]([CH2:8][CH2:9][CH3:10])[N:7]=1. The yield is 0.330. The reactants are [CH3:1][C:2]1[NH:3][C:4](=[O:26])[C:5]([CH2:11][C:12]2[CH:17]=[CH:16][C:15]([C:18]3[C:19]([C:24]#[N:25])=[CH:20][CH:21]=[CH:22][CH:23]=3)=[CH:14][CH:13]=2)=[C:6]([CH2:8][CH2:9][CH3:10])[N:7]=1.[O:27]1[CH2:32][CH2:31][CH:30]([O:33][C:34]2[N:39]=[CH:38][C:37](B(O)O)=[CH:36][CH:35]=2)[CH2:29][CH2:28]1.N1C=CC=CC=1.C(N(CC)CC)C. (2) The reactants are [C:1]([CH:3]([CH2:9][C:10]([C:12]1[C:17]([F:18])=[CH:16][CH:15]=[CH:14][C:13]=1[F:19])=O)[C:4]([O:6][CH2:7][CH3:8])=[O:5])#[N:2].C(OCC)(=O)C.[ClH:26]. The catalyst is C(OCC)(=O)C. The product is [Cl:26][C:1]1[NH:2][C:10]([C:12]2[C:17]([F:18])=[CH:16][CH:15]=[CH:14][C:13]=2[F:19])=[CH:9][C:3]=1[C:4]([O:6][CH2:7][CH3:8])=[O:5]. The yield is 0.680. (3) The reactants are [F:1][C:2]1[CH:7]=[CH:6][C:5]([C:8]2[S:12][C:11]3[CH:13]=[C:14]([O:17]C)[CH:15]=[CH:16][C:10]=3[C:9]=2[O:19][C:20]2[CH:25]=[CH:24][C:23](/[CH:26]=[CH:27]/[C:28]([NH:30][O:31]C3CCCCO3)=[O:29])=[CH:22][CH:21]=2)=[C:4]([CH3:38])[CH:3]=1.B(Br)(Br)Br. The catalyst is C(Cl)Cl. The product is [F:1][C:2]1[CH:7]=[CH:6][C:5]([C:8]2[S:12][C:11]3[CH:13]=[C:14]([OH:17])[CH:15]=[CH:16][C:10]=3[C:9]=2[O:19][C:20]2[CH:21]=[CH:22][C:23](/[CH:26]=[CH:27]/[C:28]([NH:30][OH:31])=[O:29])=[CH:24][CH:25]=2)=[C:4]([CH3:38])[CH:3]=1. The yield is 0.370. (4) The reactants are [CH3:1][O:2][C:3]1[CH:8]=[CH:7][C:6]([N:9]2[CH2:14][CH2:13][N:12]([C:15]3[C:16]([CH3:35])=[C:17]([CH3:34])[C:18]4[O:22][C:21]([CH2:24][N:25]5[CH2:30][CH2:29][C:28](=[O:31])[CH2:27][CH2:26]5)([CH3:23])[CH2:20][C:19]=4[C:32]=3[CH3:33])[CH2:11][CH2:10]2)=[CH:5][CH:4]=1.B.[Na]. The catalyst is C(O)C. The product is [CH3:1][O:2][C:3]1[CH:4]=[CH:5][C:6]([N:9]2[CH2:10][CH2:11][N:12]([C:15]3[C:16]([CH3:35])=[C:17]([CH3:34])[C:18]4[O:22][C:21]([CH2:24][N:25]5[CH2:30][CH2:29][CH:28]([OH:31])[CH2:27][CH2:26]5)([CH3:23])[CH2:20][C:19]=4[C:32]=3[CH3:33])[CH2:13][CH2:14]2)=[CH:7][CH:8]=1. The yield is 0.500. (5) The reactants are [NH2:1][C:2]1[CH:3]=[C:4]([CH:21]=[CH:22][C:23]=1[CH3:24])[O:5][C:6]1[CH:7]=[CH:8][C:9]2[N:10]([CH:12]=[C:13]([NH:15][C:16]([CH:18]3[CH2:20][CH2:19]3)=[O:17])[N:14]=2)[N:11]=1.[F:25][C:26]([F:37])([F:36])[C:27]1[CH:28]=[C:29]([CH:33]=[CH:34][CH:35]=1)[C:30](O)=[O:31].Cl.CN(C)CCCN=C=NCC.ON1C2C=CC=CC=2N=N1. The catalyst is CN(C)C=O. The product is [CH:18]1([C:16]([NH:15][C:13]2[N:14]=[C:9]3[CH:8]=[CH:7][C:6]([O:5][C:4]4[CH:21]=[CH:22][C:23]([CH3:24])=[C:2]([NH:1][C:30](=[O:31])[C:29]5[CH:33]=[CH:34][CH:35]=[C:27]([C:26]([F:25])([F:36])[F:37])[CH:28]=5)[CH:3]=4)=[N:11][N:10]3[CH:12]=2)=[O:17])[CH2:20][CH2:19]1. The yield is 0.630. (6) The reactants are [H-].[Al+3].[Li+].[H-].[H-].[H-].[CH3:7][O:8][C:9]1[CH:14]=[CH:13][C:12]([CH2:15][CH2:16][CH2:17][CH2:18][N:19]=[N+]=[N-])=[CH:11][CH:10]=1.O. The catalyst is C1COCC1. The product is [CH3:7][O:8][C:9]1[CH:14]=[CH:13][C:12]([CH2:15][CH2:16][CH2:17][CH2:18][NH2:19])=[CH:11][CH:10]=1. The yield is 0.940. (7) The reactants are [CH2:1]1[O:10][C:9]2[CH:8]=[CH:7][C:5]([NH2:6])=[CH:4][C:3]=2[O:2]1.[CH3:11][C:12](OC(C)=O)=[O:13].C([O-])(O)=O.[Na+]. The catalyst is CC(O)=O. The product is [O:10]1[C:9]2[CH:8]=[CH:7][C:5]([NH:6][C:12](=[O:13])[CH3:11])=[CH:4][C:3]=2[O:2][CH2:1]1. The yield is 0.950.